Dataset: Full USPTO retrosynthesis dataset with 1.9M reactions from patents (1976-2016). Task: Predict the reactants needed to synthesize the given product. (1) Given the product [Br:1][CH2:2][CH2:3][N:10]1[C:11]2[C:16](=[CH:15][CH:14]=[CH:13][CH:12]=2)[C:7]([CH3:17])([CH3:6])[CH2:8][CH2:9]1, predict the reactants needed to synthesize it. The reactants are: [Br:1][CH2:2][C:3](Br)=O.[CH3:6][C:7]1([CH3:17])[C:16]2[C:11](=[CH:12][CH:13]=[CH:14][CH:15]=2)[NH:10][CH2:9][CH2:8]1.C(N(CC)CC)C. (2) Given the product [C:1]([CH:5]1[N:14]2[C:9](=[CH:10][C:11](=[O:20])[C:12]([C:15]([O:17][CH2:18][CH3:19])=[O:16])=[CH:13]2)[C:8]2[CH:21]=[C:22]([O:31][CH3:32])[C:23]([O:25][CH2:26][CH2:27][CH2:28][O:29][CH3:30])=[CH:24][C:7]=2[CH2:6]1)([CH3:2])([CH3:3])[CH3:4], predict the reactants needed to synthesize it. The reactants are: [C:1]([CH:5]1[N:14]2[CH:9]([CH2:10][C:11](=[O:20])[C:12]([C:15]([O:17][CH2:18][CH3:19])=[O:16])=[CH:13]2)[C:8]2[CH:21]=[C:22]([O:31][CH3:32])[C:23]([O:25][CH2:26][CH2:27][CH2:28][O:29][CH3:30])=[CH:24][C:7]=2[CH2:6]1)([CH3:4])([CH3:3])[CH3:2].C1(Cl)C(=O)C(Cl)=C(Cl)C(=O)C=1Cl. (3) Given the product [OH:2][C:3]1[CH:11]=[C:10]2[C:6]([C:7]([CH3:18])=[C:8]([C:12]3[CH:17]=[CH:16][CH:15]=[CH:14][CH:13]=3)[NH:9]2)=[CH:5][CH:4]=1, predict the reactants needed to synthesize it. The reactants are: C[O:2][C:3]1[CH:11]=[C:10]2[C:6]([C:7]([CH3:18])=[C:8]([C:12]3[CH:17]=[CH:16][CH:15]=[CH:14][CH:13]=3)[NH:9]2)=[CH:5][CH:4]=1.Cl.N1C=CC=CC=1.C(OCC)(=O)C. (4) Given the product [CH3:1][O:2][C:3]([C:5]1[CH:10]=[C:9]([NH:26][CH:23]2[CH2:22][CH2:21][N:20]([C:18]([O:17][C:13]([CH3:16])([CH3:15])[CH3:14])=[O:19])[CH2:25][CH2:24]2)[N:8]=[C:7]([Cl:12])[N:6]=1)=[O:4], predict the reactants needed to synthesize it. The reactants are: [CH3:1][O:2][C:3]([C:5]1[CH:10]=[C:9](Cl)[N:8]=[C:7]([Cl:12])[N:6]=1)=[O:4].[C:13]([O:17][C:18]([N:20]1[CH2:25][CH2:24][CH:23]([NH2:26])[CH2:22][CH2:21]1)=[O:19])([CH3:16])([CH3:15])[CH3:14].